Dataset: Forward reaction prediction with 1.9M reactions from USPTO patents (1976-2016). Task: Predict the product of the given reaction. (1) The product is: [Cl:1][C:2]1[CH:3]=[C:4]2[C:8](=[CH:9][CH:10]=1)[N:7]([CH3:11])[C:6]([CH:12]([NH:19][C:20]1[CH:21]=[CH:22][C:23]([C:24]([OH:26])=[O:25])=[CH:28][CH:29]=1)[CH2:13][CH2:14][CH2:15][CH2:16][CH2:17][CH3:18])=[CH:5]2. Given the reactants [Cl:1][C:2]1[CH:3]=[C:4]2[C:8](=[CH:9][CH:10]=1)[N:7]([CH3:11])[C:6]([CH:12]([NH:19][C:20]1[CH:29]=[CH:28][C:23]([C:24]([O:26]C)=[O:25])=[CH:22][CH:21]=1)[CH2:13][CH2:14][CH2:15][CH2:16][CH2:17][CH3:18])=[CH:5]2.O1CCCC1.[OH-].[Na+], predict the reaction product. (2) Given the reactants C(OC(=O)N[C@@H]1[C@H](N[C:15]2[N:16]=[CH:17][C:18]3[S:23][CH:22]=[C:21]([C:24](=[O:35])[NH:25][C:26]4[S:27][C:28]5[C:29]([N:34]=4)=[N:30][CH:31]=[CH:32][CH:33]=5)[C:19]=3[N:20]=2)CCOC1)(C)(C)C, predict the reaction product. The product is: [S:27]1[C:28]2[C:29](=[N:30][CH:31]=[CH:32][CH:33]=2)[N:34]=[C:26]1[NH:25][C:24]([C:21]1[C:19]2[N:20]=[CH:15][N:16]=[CH:17][C:18]=2[S:23][CH:22]=1)=[O:35]. (3) Given the reactants [Br:1][C:2]1[CH:7]=[CH:6][C:5]([C@H:8]2[O:13][CH2:12][CH2:11][NH:10][CH2:9]2)=[CH:4][CH:3]=1.C(N(CC)C(C)C)(C)C.[C:23](O[C:23]([O:25][C:26]([CH3:29])([CH3:28])[CH3:27])=[O:24])([O:25][C:26]([CH3:29])([CH3:28])[CH3:27])=[O:24], predict the reaction product. The product is: [Br:1][C:2]1[CH:3]=[CH:4][C:5]([C@H:8]2[O:13][CH2:12][CH2:11][N:10]([C:23]([O:25][C:26]([CH3:29])([CH3:28])[CH3:27])=[O:24])[CH2:9]2)=[CH:6][CH:7]=1. (4) Given the reactants [Li+].[OH-].C[O:4][C:5](=[O:25])[C:6]1[CH:11]=[CH:10][C:9]([N:12]2[CH2:16][CH2:15][N:14]([C:17]3[CH:18]=[N:19][CH:20]=[CH:21][C:22]=3[CH3:23])[C:13]2=[O:24])=[CH:8][CH:7]=1.O.CO, predict the reaction product. The product is: [CH3:23][C:22]1[CH:21]=[CH:20][N:19]=[CH:18][C:17]=1[N:14]1[CH2:15][CH2:16][N:12]([C:9]2[CH:10]=[CH:11][C:6]([C:5]([OH:25])=[O:4])=[CH:7][CH:8]=2)[C:13]1=[O:24].